Dataset: NCI-60 drug combinations with 297,098 pairs across 59 cell lines. Task: Regression. Given two drug SMILES strings and cell line genomic features, predict the synergy score measuring deviation from expected non-interaction effect. (1) Drug 1: CC1C(C(CC(O1)OC2CC(CC3=C2C(=C4C(=C3O)C(=O)C5=C(C4=O)C(=CC=C5)OC)O)(C(=O)CO)O)N)O.Cl. Drug 2: C1=CC(=CC=C1CCC2=CNC3=C2C(=O)NC(=N3)N)C(=O)NC(CCC(=O)O)C(=O)O. Cell line: SK-MEL-2. Synergy scores: CSS=8.75, Synergy_ZIP=-2.23, Synergy_Bliss=-2.55, Synergy_Loewe=6.23, Synergy_HSA=2.20. (2) Drug 1: CC1=CC=C(C=C1)C2=CC(=NN2C3=CC=C(C=C3)S(=O)(=O)N)C(F)(F)F. Drug 2: CC1=C(C=C(C=C1)NC(=O)C2=CC=C(C=C2)CN3CCN(CC3)C)NC4=NC=CC(=N4)C5=CN=CC=C5. Cell line: CAKI-1. Synergy scores: CSS=-9.14, Synergy_ZIP=1.54, Synergy_Bliss=-5.64, Synergy_Loewe=-10.5, Synergy_HSA=-10.2. (3) Drug 1: C1CCC(C1)C(CC#N)N2C=C(C=N2)C3=C4C=CNC4=NC=N3. Drug 2: C1=CN(C=N1)CC(O)(P(=O)(O)O)P(=O)(O)O. Cell line: HOP-92. Synergy scores: CSS=10.4, Synergy_ZIP=-1.19, Synergy_Bliss=2.00, Synergy_Loewe=3.60, Synergy_HSA=3.74. (4) Drug 1: C1=CC(=CC=C1CC(C(=O)O)N)N(CCCl)CCCl.Cl. Drug 2: CC12CCC3C(C1CCC2OP(=O)(O)O)CCC4=C3C=CC(=C4)OC(=O)N(CCCl)CCCl.[Na+]. Cell line: MOLT-4. Synergy scores: CSS=46.0, Synergy_ZIP=0.558, Synergy_Bliss=-2.00, Synergy_Loewe=-40.7, Synergy_HSA=-3.19. (5) Drug 1: C1=C(C(=O)NC(=O)N1)N(CCCl)CCCl. Drug 2: CC1CCCC2(C(O2)CC(NC(=O)CC(C(C(=O)C(C1O)C)(C)C)O)C(=CC3=CSC(=N3)C)C)C. Cell line: COLO 205. Synergy scores: CSS=36.3, Synergy_ZIP=-0.0921, Synergy_Bliss=-1.97, Synergy_Loewe=-3.68, Synergy_HSA=-3.59.